This data is from Full USPTO retrosynthesis dataset with 1.9M reactions from patents (1976-2016). The task is: Predict the reactants needed to synthesize the given product. (1) Given the product [CH:1]1([C:7]2[CH:37]=[CH:36][C:10]([CH2:11][O:12][C:13]3[CH:18]=[CH:17][C:16]([C:19]4[N:20]=[C:21]([N:24]([CH2:26][C:27]5[CH:28]=[CH:29][C:30]([C:31]([O-:33])=[O:32])=[CH:34][CH:35]=5)[CH3:25])[S:22][CH:23]=4)=[CH:15][CH:14]=3)=[CH:9][CH:8]=2)[CH2:6][CH2:5][CH2:4][CH2:3][CH2:2]1.[K+:39], predict the reactants needed to synthesize it. The reactants are: [CH:1]1([C:7]2[CH:37]=[CH:36][C:10]([CH2:11][O:12][C:13]3[CH:18]=[CH:17][C:16]([C:19]4[N:20]=[C:21]([N:24]([CH2:26][C:27]5[CH:35]=[CH:34][C:30]([C:31]([OH:33])=[O:32])=[CH:29][CH:28]=5)[CH3:25])[S:22][CH:23]=4)=[CH:15][CH:14]=3)=[CH:9][CH:8]=2)[CH2:6][CH2:5][CH2:4][CH2:3][CH2:2]1.[OH-].[K+:39]. (2) Given the product [CH3:13][O:12][C:9]1[CH:10]=[C:11]2[C:6](=[CH:7][C:8]=1[O:14][CH3:15])[N:5]=[CH:4][N:3]=[C:2]2[N:53]1[CH2:54][CH2:55][CH:56]([NH:57][C:58](=[O:65])[C:59]2[CH:64]=[CH:63][CH:62]=[CH:61][CH:60]=2)[CH:51]([C:45]2[CH:50]=[CH:49][CH:48]=[CH:47][CH:46]=2)[CH2:52]1, predict the reactants needed to synthesize it. The reactants are: Cl[C:2]1[C:11]2[C:6](=[CH:7][C:8]([O:14][CH3:15])=[C:9]([O:12][CH3:13])[CH:10]=2)[N:5]=[CH:4][N:3]=1.N(C1N=CC2C(=CC=CC=2)N=1)C1C=CC=CC=1.OCC([C@H]([C@@H]([C@@H](CO)O)O)O)=O.[C:45]1([CH:51]2[CH:56]([NH:57][C:58](=[O:65])[C:59]3[CH:64]=[CH:63][CH:62]=[CH:61][CH:60]=3)[CH2:55][CH2:54][NH:53][CH2:52]2)[CH:50]=[CH:49][CH:48]=[CH:47][CH:46]=1.C(=O)([O-])[O-].[K+].[K+]. (3) Given the product [CH3:75][N:73]([CH3:74])[C:70]1[N:71]=[CH:72][C:67]([C:57]2[C:56]([CH3:76])=[C:55]([NH:47][C:46]3[C:41]([N:38]4[CH2:39][CH2:40][O:35][CH2:36][CH2:37]4)=[N:42][CH:43]=[C:44]([N:48]4[CH2:49][CH2:50][O:51][CH2:52][CH2:53]4)[CH:45]=3)[C:64]3[C:59](=[CH:60][C:61]([F:66])=[CH:62][C:63]=3[F:65])[N:58]=2)=[CH:68][CH:69]=1, predict the reactants needed to synthesize it. The reactants are: C1(P(C2CCCCC2)C2C=CC=CC=2C2C(C(C)C)=CC(C(C)C)=CC=2C(C)C)CCCCC1.[O:35]1[CH2:40][CH2:39][N:38]([C:41]2[C:46]([NH2:47])=[CH:45][C:44]([N:48]3[CH2:53][CH2:52][O:51][CH2:50][CH2:49]3)=[CH:43][N:42]=2)[CH2:37][CH2:36]1.Cl[C:55]1[C:64]2[C:59](=[CH:60][C:61]([F:66])=[CH:62][C:63]=2[F:65])[N:58]=[C:57]([C:67]2[CH:68]=[CH:69][C:70]([N:73]([CH3:75])[CH3:74])=[N:71][CH:72]=2)[C:56]=1[CH3:76].CC(C)([O-])C.[Na+]. (4) Given the product [OH:16][CH2:15][C:14]1[C:13]2[C:8](=[C:9]([N+:35]([O-:37])=[O:36])[C:10]([O:39][CH3:38])=[CH:11][CH:12]=2)[NH:7][C:6]=1[C:4]([O:3][CH3:1])=[O:5], predict the reactants needed to synthesize it. The reactants are: [CH2:1]([O:3][C:4]([C:6]1[NH:7][C:8]2[C:9](=O)[CH:10]=[CH:11][C:12](=O)[C:13]=2[C:14]=1[CH2:15][OH:16])=[O:5])C.C(OC(C1NC2C(C=1CO)=C([N+:35]([O-:37])=[O:36])C=CC=2)=O)C.[CH3:38][OH:39]. (5) Given the product [CH3:1][C:2]1[CH:3]=[CH:4][C:5]2[NH:9][C:11]3[N:19]=[C:18]([C:20]([F:23])([F:21])[F:22])[CH:17]=[CH:16][C:12]=3[CH2:13][NH:8][C:6]=2[N:7]=1, predict the reactants needed to synthesize it. The reactants are: [CH3:1][C:2]1[N:7]=[C:6]([NH2:8])[C:5]([NH2:9])=[CH:4][CH:3]=1.Cl[C:11]1[N:19]=[C:18]([C:20]([F:23])([F:22])[F:21])[CH:17]=[CH:16][C:12]=1[C:13](O)=O.B.S(C)C.Cl.C(=O)(O)[O-].[Na+]. (6) Given the product [C:15]([O:19][C:20]([C:22]1[CH:32]=[C:31]([O:33][CH2:1][C:2]2[CH:7]=[CH:6][CH:5]=[CH:4][CH:3]=2)[C:25]2[CH2:26][CH:27]([CH2:29][OH:30])[O:28][C:24]=2[CH:23]=1)=[O:21])([CH3:18])([CH3:16])[CH3:17], predict the reactants needed to synthesize it. The reactants are: [CH2:1](Br)[C:2]1[CH:7]=[CH:6][CH:5]=[CH:4][CH:3]=1.C([O-])([O-])=O.[Cs+].[Cs+].[C:15]([O:19][C:20]([C:22]1[CH:32]=[C:31]([OH:33])[C:25]2[CH2:26][CH:27]([CH2:29][OH:30])[O:28][C:24]=2[CH:23]=1)=[O:21])([CH3:18])([CH3:17])[CH3:16]. (7) Given the product [NH2:20][CH2:2][C@@H:3]([OH:19])[CH2:4][NH:5][C:6]1[CH:11]=[CH:10][C:9]([N:12]2[CH2:17][CH2:16][O:15][CH2:14][C:13]2=[O:18])=[CH:8][CH:7]=1, predict the reactants needed to synthesize it. The reactants are: Cl[CH2:2][C@H:3]([OH:19])[CH2:4][NH:5][C:6]1[CH:11]=[CH:10][C:9]([N:12]2[CH2:17][CH2:16][O:15][CH2:14][C:13]2=[O:18])=[CH:8][CH:7]=1.[NH3:20].C.C(=O)([O-])[O-].[K+].[K+]. (8) Given the product [NH2:25][C:24]1[N:3]2[N:4]=[CH:5][C:6]([C:7]([O:9][CH2:10][CH3:11])=[O:8])=[C:2]2[N:1]=[C:20]([C:13]2[C:12]([CH3:26])=[CH:17][C:16]([CH3:18])=[CH:15][C:14]=2[CH3:19])[C:21]=1[C:22]#[N:23], predict the reactants needed to synthesize it. The reactants are: [NH2:1][C:2]1[C:6]([C:7]([O:9][CH2:10][CH3:11])=[O:8])=[CH:5][NH:4][N:3]=1.[C:12]1([CH3:26])[CH:17]=[C:16]([CH3:18])[CH:15]=[C:14]([CH3:19])[C:13]=1[CH:20]=[C:21]([C:24]#[N:25])[C:22]#[N:23].C(O)(C)C. (9) Given the product [CH:24](=[C:28]1[CH2:33][CH2:32][N:31]([CH2:2][CH2:3][CH2:4][N:5]2[C:10]3[CH:11]=[CH:12][CH:13]=[CH:14][C:9]=3[O:8][CH2:7][C:6]2=[O:15])[CH2:30][CH2:29]1)[CH2:25][CH2:26][CH3:27], predict the reactants needed to synthesize it. The reactants are: Cl[CH2:2][CH2:3][CH2:4][N:5]1[C:10]2[CH:11]=[CH:12][CH:13]=[CH:14][C:9]=2[O:8][CH2:7][C:6]1=[O:15].C([O-])([O-])=O.[K+].[K+].[Na+].[I-].[CH:24](=[C:28]1[CH2:33][CH2:32][NH:31][CH2:30][CH2:29]1)[CH2:25][CH2:26][CH3:27]. (10) Given the product [CH2:25]([O:32][C:33]([N:35]1[CH2:42][C:41]2[C:37]([NH:3][C:46]([O:48][C:49]([CH3:52])([CH3:51])[CH3:50])=[O:47])([CH2:38][CH2:39][CH:40]=2)[CH2:36]1)=[O:34])[C:26]1[CH:27]=[CH:28][CH:29]=[CH:30][CH:31]=1, predict the reactants needed to synthesize it. The reactants are: C([N:3](CC)CC)C.C1(P(N=[N+]=[N-])(C2C=CC=CC=2)=O)C=CC=CC=1.[CH2:25]([O:32][C:33]([N:35]1[CH2:42][C:41]2[C:37](C(O)=O)([CH2:38][CH2:39][CH:40]=2)[CH2:36]1)=[O:34])[C:26]1[CH:31]=[CH:30][CH:29]=[CH:28][CH:27]=1.[C:46](O[C:46]([O:48][C:49]([CH3:52])([CH3:51])[CH3:50])=[O:47])([O:48][C:49]([CH3:52])([CH3:51])[CH3:50])=[O:47].